Dataset: Forward reaction prediction with 1.9M reactions from USPTO patents (1976-2016). Task: Predict the product of the given reaction. (1) Given the reactants Br[C:2]1[S:6][C:5]([S:7]([NH:10][C:11]2[CH:16]=[CH:15][CH:14]=[C:13]([C:17]3[NH:21][N:20]=[N:19][N:18]=3)[CH:12]=2)(=[O:9])=[O:8])=[CH:4][CH:3]=1.[F:22][C:23]([F:34])([F:33])[C:24]1[CH:25]=[C:26](B(O)O)[CH:27]=[CH:28][CH:29]=1, predict the reaction product. The product is: [NH:21]1[C:17]([C:13]2[CH:12]=[C:11]([NH:10][S:7]([C:5]3[S:6][C:2]([C:28]4[CH:27]=[CH:26][CH:25]=[C:24]([C:23]([F:34])([F:33])[F:22])[CH:29]=4)=[CH:3][CH:4]=3)(=[O:9])=[O:8])[CH:16]=[CH:15][CH:14]=2)=[N:18][N:19]=[N:20]1. (2) Given the reactants [N+:1]([C:4]1[CH:5]=[C:6]([C:14]2[CH:19]=[CH:18][C:17]([NH:20][S:21]([CH3:24])(=[O:23])=[O:22])=[CH:16][CH:15]=2)[CH:7]=[CH:8][C:9]=1[C:10]([F:13])([F:12])[F:11])([O-])=O, predict the reaction product. The product is: [NH2:1][C:4]1[CH:5]=[C:6]([C:14]2[CH:15]=[CH:16][C:17]([NH:20][S:21]([CH3:24])(=[O:23])=[O:22])=[CH:18][CH:19]=2)[CH:7]=[CH:8][C:9]=1[C:10]([F:13])([F:11])[F:12].